This data is from Peptide-MHC class I binding affinity with 185,985 pairs from IEDB/IMGT. The task is: Regression. Given a peptide amino acid sequence and an MHC pseudo amino acid sequence, predict their binding affinity value. This is MHC class I binding data. (1) The peptide sequence is RNTANQKPK. The MHC is HLA-A31:01 with pseudo-sequence HLA-A31:01. The binding affinity (normalized) is 0.274. (2) The binding affinity (normalized) is 0.0847. The MHC is HLA-B18:01 with pseudo-sequence HLA-B18:01. The peptide sequence is KYYNDILKL. (3) The peptide sequence is FPAIFSAEVL. The MHC is HLA-B53:01 with pseudo-sequence HLA-B53:01. The binding affinity (normalized) is 0.463. (4) The peptide sequence is HRDGKPRYL. The MHC is HLA-A69:01 with pseudo-sequence HLA-A69:01. The binding affinity (normalized) is 0.0847. (5) The peptide sequence is YNIKVSARV. The MHC is Patr-B0101 with pseudo-sequence Patr-B0101. The binding affinity (normalized) is 0. (6) The peptide sequence is AYIAFPTSCHMFI. The MHC is HLA-B15:01 with pseudo-sequence HLA-B15:01. The binding affinity (normalized) is 0.130. (7) The peptide sequence is AICSVVRRA. The MHC is Patr-A0101 with pseudo-sequence Patr-A0101. The binding affinity (normalized) is 0. (8) The peptide sequence is LTSLVITYCL. The MHC is HLA-A02:03 with pseudo-sequence HLA-A02:03. The binding affinity (normalized) is 0.500.